Regression. Given two drug SMILES strings and cell line genomic features, predict the synergy score measuring deviation from expected non-interaction effect. From a dataset of NCI-60 drug combinations with 297,098 pairs across 59 cell lines. (1) Drug 1: CCC(=C(C1=CC=CC=C1)C2=CC=C(C=C2)OCCN(C)C)C3=CC=CC=C3.C(C(=O)O)C(CC(=O)O)(C(=O)O)O. Drug 2: CC1C(C(CC(O1)OC2CC(CC3=C2C(=C4C(=C3O)C(=O)C5=C(C4=O)C(=CC=C5)OC)O)(C(=O)CO)O)N)O.Cl. Cell line: RXF 393. Synergy scores: CSS=26.1, Synergy_ZIP=-1.95, Synergy_Bliss=1.21, Synergy_Loewe=-1.60, Synergy_HSA=1.84. (2) Drug 1: CC1=C(C(CCC1)(C)C)C=CC(=CC=CC(=CC(=O)O)C)C. Drug 2: COCCOC1=C(C=C2C(=C1)C(=NC=N2)NC3=CC=CC(=C3)C#C)OCCOC.Cl. Cell line: KM12. Synergy scores: CSS=-4.33, Synergy_ZIP=0.478, Synergy_Bliss=-3.90, Synergy_Loewe=-5.86, Synergy_HSA=-7.03. (3) Drug 1: CC1=C(C=C(C=C1)NC(=O)C2=CC=C(C=C2)CN3CCN(CC3)C)NC4=NC=CC(=N4)C5=CN=CC=C5. Drug 2: CC1=C(C(=O)C2=C(C1=O)N3CC4C(C3(C2COC(=O)N)OC)N4)N. Cell line: A498. Synergy scores: CSS=21.8, Synergy_ZIP=-11.6, Synergy_Bliss=-6.39, Synergy_Loewe=-30.2, Synergy_HSA=-7.04. (4) Drug 1: CC1=C2C(C(=O)C3(C(CC4C(C3C(C(C2(C)C)(CC1OC(=O)C(C(C5=CC=CC=C5)NC(=O)OC(C)(C)C)O)O)OC(=O)C6=CC=CC=C6)(CO4)OC(=O)C)O)C)O. Drug 2: C(=O)(N)NO. Cell line: NCI-H322M. Synergy scores: CSS=11.7, Synergy_ZIP=1.09, Synergy_Bliss=7.27, Synergy_Loewe=-2.73, Synergy_HSA=5.89. (5) Drug 1: C1CN1C2=NC(=NC(=N2)N3CC3)N4CC4. Drug 2: C1=CC=C(C(=C1)C(C2=CC=C(C=C2)Cl)C(Cl)Cl)Cl. Cell line: OVCAR-5. Synergy scores: CSS=33.8, Synergy_ZIP=-12.1, Synergy_Bliss=-3.04, Synergy_Loewe=-27.1, Synergy_HSA=0.633.